This data is from Forward reaction prediction with 1.9M reactions from USPTO patents (1976-2016). The task is: Predict the product of the given reaction. Given the reactants C([O:3][CH2:4][CH2:5][O:6][NH:7][C:8]([C:10]1[N:18]([CH3:19])[C:17]2[CH:16]=[CH:15][N:14]=[N:13][C:12]=2[C:11]=1[NH:20][C:21]1[CH:26]=[CH:25][C:24]([I:27])=[CH:23][C:22]=1[F:28])=[O:9])=C, predict the reaction product. The product is: [OH:3][CH2:4][CH2:5][O:6][NH:7][C:8]([C:10]1[N:18]([CH3:19])[C:17]2[CH:16]=[CH:15][N:14]=[N:13][C:12]=2[C:11]=1[NH:20][C:21]1[CH:26]=[CH:25][C:24]([I:27])=[CH:23][C:22]=1[F:28])=[O:9].